Dataset: Forward reaction prediction with 1.9M reactions from USPTO patents (1976-2016). Task: Predict the product of the given reaction. (1) Given the reactants [O:1]1CCO[CH:2]1[C:6]1[CH:7]=[C:8](/[CH:11]=[CH:12]/[C:13]([O:15][CH3:16])=[O:14])[S:9][CH:10]=1, predict the reaction product. The product is: [CH:2]([C:6]1[CH:7]=[C:8](/[CH:11]=[CH:12]/[C:13]([O:15][CH3:16])=[O:14])[S:9][CH:10]=1)=[O:1]. (2) Given the reactants [F:1][C:2]1[CH:3]=[C:4]([NH2:10])[CH:5]=[N:6][C:7]=1[O:8][CH3:9].F[C:12]1[N:17]=[C:16]([C:18]2[CH:23]=[CH:22][N:21]=[CH:20][CH:19]=2)[CH:15]=[CH:14][C:13]=1[C:24]1[N:29]=[C:28]([CH3:30])[N:27]=[C:26]([N:31]([CH2:41][C:42]2[CH:47]=[CH:46][C:45]([O:48][CH3:49])=[CH:44][CH:43]=2)[CH2:32][C:33]2[CH:38]=[CH:37][C:36]([O:39][CH3:40])=[CH:35][CH:34]=2)[N:25]=1, predict the reaction product. The product is: [CH3:49][O:48][C:45]1[CH:44]=[CH:43][C:42]([CH2:41][N:31]([CH2:32][C:33]2[CH:34]=[CH:35][C:36]([O:39][CH3:40])=[CH:37][CH:38]=2)[C:26]2[N:27]=[C:28]([CH3:30])[N:29]=[C:24]([C:13]3[CH:14]=[CH:15][C:16]([C:18]4[CH:23]=[CH:22][N:21]=[CH:20][CH:19]=4)=[N:17][C:12]=3[NH:10][C:4]3[CH:5]=[N:6][C:7]([O:8][CH3:9])=[C:2]([F:1])[CH:3]=3)[N:25]=2)=[CH:47][CH:46]=1. (3) Given the reactants [C:1]([C:3]1[O:7][C:6]([C:8]2[CH:9]=[C:10]([N:14]3[CH2:23][C@H:22]4[N:18]([CH2:19][CH2:20][CH2:21]4)[C:17]4[N:24]=[C:25]([S:28][CH3:29])[N:26]=[CH:27][C:16]=4[C:15]3=[O:30])[CH:11]=[CH:12][CH:13]=2)=[N:5][CH:4]=1)#[N:2].[OH-:31].[Na+], predict the reaction product. The product is: [CH3:29][S:28][C:25]1[N:26]=[CH:27][C:16]2[C:15](=[O:30])[N:14]([C:10]3[CH:9]=[C:8]([C:6]4[O:7][C:3]([C:1]([NH2:2])=[O:31])=[CH:4][N:5]=4)[CH:13]=[CH:12][CH:11]=3)[CH2:23][C@H:22]3[N:18]([CH2:19][CH2:20][CH2:21]3)[C:17]=2[N:24]=1.